This data is from Peptide-MHC class II binding affinity with 134,281 pairs from IEDB. The task is: Regression. Given a peptide amino acid sequence and an MHC pseudo amino acid sequence, predict their binding affinity value. This is MHC class II binding data. The peptide sequence is ETYGEMADCCAKQEPE. The MHC is DRB1_0401 with pseudo-sequence DRB1_0401. The binding affinity (normalized) is 0.330.